From a dataset of Forward reaction prediction with 1.9M reactions from USPTO patents (1976-2016). Predict the product of the given reaction. (1) Given the reactants [OH:1][C:2]([C:5]1[CH:31]=[CH:30][C:8]([C:9]([NH:11][C:12]2[CH:17]=[C:16]([N:18]3[CH2:23][CH2:22][CH2:21][C@@H:20]([C:24]([OH:26])=O)[CH2:19]3)[N:15]3[N:27]=[CH:28][CH:29]=[C:14]3[N:13]=2)=[O:10])=[CH:7][CH:6]=1)([CH3:4])[CH3:3].[CH:32]([NH2:35])([CH3:34])[CH3:33].CCN=C=NCCCN(C)C.C1C=CC2N(O)N=NC=2C=1, predict the reaction product. The product is: [OH:1][C:2]([C:5]1[CH:6]=[CH:7][C:8]([C:9]([NH:11][C:12]2[CH:17]=[C:16]([N:18]3[CH2:23][CH2:22][CH2:21][C@@H:20]([C:24]([NH:35][CH:32]([CH3:34])[CH3:33])=[O:26])[CH2:19]3)[N:15]3[N:27]=[CH:28][CH:29]=[C:14]3[N:13]=2)=[O:10])=[CH:30][CH:31]=1)([CH3:4])[CH3:3]. (2) Given the reactants [Br:1][C:2]1[CH:7]=[CH:6][C:5]([C:8]([C:10]2[CH:15]=[CH:14][C:13]([N+:16]([O-:18])=[O:17])=[CH:12][CH:11]=2)=[O:9])=[CH:4][CH:3]=1.OS(O)(=O)=O.[N+:24]([O-])([OH:26])=[O:25], predict the reaction product. The product is: [Br:1][C:2]1[CH:3]=[CH:4][C:5]([C:8]([C:10]2[CH:15]=[CH:14][C:13]([N+:16]([O-:18])=[O:17])=[CH:12][CH:11]=2)=[O:9])=[CH:6][C:7]=1[N+:24]([O-:26])=[O:25]. (3) The product is: [Cl:18][C:17]1[C:12]([NH:11][C:6]2[CH:7]=[CH:8][CH:9]=[CH:10][C:5]=2[C:4]([NH:43][CH2:42][CH2:41][N:36]2[CH2:40][CH2:39][CH2:38][CH2:37]2)=[O:3])=[N:13][C:14]([NH:19][C:20]2[CH:21]=[CH:22][C:23]3[CH2:24][CH2:25][N:26]([CH2:29][CH2:30][O:31][CH3:32])[CH2:27][CH2:28][C:33]=3[CH:34]=2)=[N:15][CH:16]=1. Given the reactants C([O:3][C:4](=O)[C:5]1[CH:10]=[CH:9][CH:8]=[CH:7][C:6]=1[NH:11][C:12]1[C:17]([Cl:18])=[CH:16][N:15]=[C:14]([NH:19][C:20]2[CH:34]=[CH:33][C:23]3[CH2:24][CH2:25][N:26]([CH2:29][CH2:30][O:31][CH3:32])[CH2:27][CH2:28][C:22]=3[CH:21]=2)[N:13]=1)C.[N:36]1([CH2:41][CH2:42][NH2:43])[CH2:40][CH2:39][CH2:38][CH2:37]1, predict the reaction product. (4) Given the reactants [H-].[Na+].C1COCC1.[CH3:8][O:9][C:10]1[CH:15]=[CH:14][C:13]([CH2:16][OH:17])=[CH:12][CH:11]=1.Cl[CH2:19][C:20]1[CH:24]=[C:23]([CH3:25])[O:22][N:21]=1, predict the reaction product. The product is: [CH3:8][O:9][C:10]1[CH:15]=[CH:14][C:13]([CH2:16][O:17][CH2:19][C:20]2[CH:24]=[C:23]([CH3:25])[O:22][N:21]=2)=[CH:12][CH:11]=1. (5) Given the reactants [C:1]1([C:23]2[CH:28]=[CH:27][CH:26]=[CH:25][CH:24]=2)[CH:6]=[CH:5][C:4]([CH2:7][C@H:8]2[N:12]([CH2:13][C:14]3[CH:19]=[CH:18][C:17](OC)=[CH:16][CH:15]=3)[C:11](=[O:22])[CH2:10][CH2:9]2)=[CH:3][CH:2]=1.[H-].[Na+].[C:31](Cl)(=[O:38])[C:32]1[CH:37]=[CH:36][CH:35]=[CH:34][CH:33]=1.[C:40]1(C)C=CC=CC=1, predict the reaction product. The product is: [C:31]([C@@H:10]1[CH2:9][CH:8]([CH2:7][C:4]2[CH:5]=[CH:6][C:1]([C:23]3[CH:24]=[CH:25][CH:26]=[CH:27][CH:28]=3)=[CH:2][CH:3]=2)[N:12](/[CH:13]=[CH:14]/[C:15]2[CH:16]=[CH:17][CH:18]=[CH:19][CH:40]=2)[C:11]1=[O:22])(=[O:38])[C:32]1[CH:37]=[CH:36][CH:35]=[CH:34][CH:33]=1. (6) Given the reactants CO[C:3]([C:5]1[N:6]=[N:7][C:8]([N:11]2[CH2:16][CH2:15][N:14]([C:17](=[O:28])[C:18]3[CH:23]=[CH:22][CH:21]=[CH:20][C:19]=3[C:24]([F:27])([F:26])[F:25])[CH2:13][CH2:12]2)=[CH:9][CH:10]=1)=[O:4].[CH2:29]([NH2:33])[CH:30]([NH2:32])[CH3:31], predict the reaction product. The product is: [NH2:32][CH:30]([CH3:31])[CH2:29][NH:33][C:3]([C:5]1[N:6]=[N:7][C:8]([N:11]2[CH2:12][CH2:13][N:14]([C:17](=[O:28])[C:18]3[CH:23]=[CH:22][CH:21]=[CH:20][C:19]=3[C:24]([F:26])([F:25])[F:27])[CH2:15][CH2:16]2)=[CH:9][CH:10]=1)=[O:4].